Dataset: Forward reaction prediction with 1.9M reactions from USPTO patents (1976-2016). Task: Predict the product of the given reaction. (1) Given the reactants [F:1][C:2]([F:33])([F:32])[C:3]1[CH:4]=[C:5]([CH:29]=[CH:30][CH:31]=1)[C:6]([NH:8][CH2:9][CH2:10][C:11]1[CH:12]=[CH:13][CH:14]=[C:15]2[C:20]=1[CH:19]=[C:18]([S:21]([CH2:24][CH2:25][C:26](Cl)=[O:27])(=O)=O)[CH:17]=[CH:16]2)=[O:7].[Cl-].[Al+3].[Cl-].[Cl-].Cl, predict the reaction product. The product is: [O:27]=[C:26]1[C:19]2[C:20]3[C:11]([CH2:10][CH2:9][NH:8][C:6](=[O:7])[C:5]4[CH:29]=[CH:30][CH:31]=[C:3]([C:2]([F:33])([F:32])[F:1])[CH:4]=4)=[CH:12][CH:13]=[CH:14][C:15]=3[CH:16]=[CH:17][C:18]=2[S:21][CH2:24][CH2:25]1. (2) Given the reactants [Cl:1][C:2]1[CH:7]=[C:6]([N+:8]([O-:10])=[O:9])[CH:5]=[CH:4][C:3]=1F.[C:12]([N:15]1[CH2:20][CH2:19][NH:18][CH2:17][CH2:16]1)(=[O:14])[CH3:13], predict the reaction product. The product is: [C:12]([N:15]1[CH2:20][CH2:19][N:18]([C:3]2[CH:4]=[CH:5][C:6]([N+:8]([O-:10])=[O:9])=[CH:7][C:2]=2[Cl:1])[CH2:17][CH2:16]1)(=[O:14])[CH3:13]. (3) Given the reactants O[C:2]1[C:7]([C:8]([O:10][CH3:11])=[O:9])=[CH:6][CH:5]=[CH:4][C:3]=1[NH:12][C:13]([CH:15]1[CH2:19][CH2:18][CH2:17][N:16]1[C:20]([O:22][CH2:23][C:24]1[CH:29]=[CH:28][CH:27]=[CH:26][CH:25]=1)=[O:21])=[O:14].O, predict the reaction product. The product is: [CH2:23]([O:22][C:20]([N:16]1[CH2:17][CH2:18][CH2:19][CH:15]1[C:13]1[O:14][C:2]2[C:7]([C:8]([O:10][CH3:11])=[O:9])=[CH:6][CH:5]=[CH:4][C:3]=2[N:12]=1)=[O:21])[C:24]1[CH:29]=[CH:28][CH:27]=[CH:26][CH:25]=1. (4) The product is: [CH3:38][O:37][C:34]1[CH:33]=[CH:32][C:31]([C:14]23[N:22]([C:23]([C:25]4[C:26]([CH3:30])=[N:27][O:28][CH:29]=4)=[O:24])[CH2:21][CH2:20][N:15]2[C:16](=[O:19])[C:17]2[N:12]([NH:11][C:10](=[O:9])[CH:18]=2)[CH2:13]3)=[CH:36][CH:35]=1. Given the reactants CC1C(C([O:9][C:10]2[CH:18]=[C:17]3[N:12]([CH2:13][C:14]4([C:31]5[CH:36]=[CH:35][C:34]([O:37][CH3:38])=[CH:33][CH:32]=5)[N:22]([C:23]([C:25]5[C:26]([CH3:30])=[N:27][O:28][CH:29]=5)=[O:24])[CH2:21][CH2:20][N:15]4[C:16]3=[O:19])[N:11]=2)=O)=CON=1.[OH-].[Li+], predict the reaction product. (5) The product is: [CH3:3][O:2][P:1]([C:17]([P:1]([O:2][CH3:3])([O:4][CH3:5])=[O:6])([OH:18])[C:16]1[CH:20]=[CH:21][CH:22]=[CH:23][C:15]=1[N+:12]([O-:14])=[O:13])(=[O:4])[O:11][CH3:8]. Given the reactants [P:1]([O:6]C)([O:4][CH3:5])[O:2][CH3:3].[C:8]([OH:11])(=O)C.[N+:12]([C:15]1[CH:23]=[CH:22][CH:21]=[CH:20][C:16]=1[C:17](Cl)=[O:18])([O-:14])=[O:13], predict the reaction product. (6) Given the reactants [Cl:1][C:2]1[N:7]=[C:6]([NH:8][C:9]2[C:14]([O:15]C)=[CH:13][CH:12]=[CH:11][C:10]=2[F:17])[C:5]([Cl:18])=[CH:4][N:3]=1.B(Br)(Br)Br, predict the reaction product. The product is: [Cl:1][C:2]1[N:7]=[C:6]([NH:8][C:9]2[C:10]([F:17])=[CH:11][CH:12]=[CH:13][C:14]=2[OH:15])[C:5]([Cl:18])=[CH:4][N:3]=1. (7) Given the reactants [F:1][C:2]([F:7])([F:6])[C:3]([OH:5])=[O:4].[F:8][C:9]([F:14])([F:13])[C:10]([OH:12])=[O:11].FC(F)(F)C(O)=O.[CH3:22][C:23]1[CH:32]=[C:31]([CH2:33][O:34][C:35]2[CH:40]=[CH:39][C:38]([C:41]3([N:50]4[CH2:55][CH2:54][NH:53][CH2:52][CH2:51]4)[C:46](=[O:47])[NH:45][C:44](=[O:48])[NH:43][C:42]3=[O:49])=[CH:37][CH:36]=2)[C:30]2[C:25](=[CH:26][CH:27]=[CH:28][CH:29]=2)[N:24]=1.[CH3:56][S:57](Cl)(=[O:59])=[O:58], predict the reaction product. The product is: [F:1][C:2]([F:7])([F:6])[C:3]([OH:5])=[O:4].[F:8][C:9]([F:14])([F:13])[C:10]([OH:12])=[O:11].[CH3:22][C:23]1[CH:32]=[C:31]([CH2:33][O:34][C:35]2[CH:36]=[CH:37][C:38]([C:41]3([N:50]4[CH2:55][CH2:54][N:53]([S:57]([CH3:56])(=[O:59])=[O:58])[CH2:52][CH2:51]4)[C:46](=[O:47])[NH:45][C:44](=[O:48])[NH:43][C:42]3=[O:49])=[CH:39][CH:40]=2)[C:30]2[C:25](=[CH:26][CH:27]=[CH:28][CH:29]=2)[N:24]=1.